Task: Predict the reactants needed to synthesize the given product.. Dataset: Full USPTO retrosynthesis dataset with 1.9M reactions from patents (1976-2016) Given the product [CH2:30]([O:29][C:26]1[CH:27]=[CH:28][C:23]([S:20]([NH:19][CH:4]([C:5]2[CH:10]=[CH:9][C:8]([O:11][CH2:12][CH2:13][N:14]3[CH2:15][CH2:16][CH2:17][CH2:18]3)=[CH:7][CH:6]=2)[C:3]([OH:34])=[O:2])(=[O:21])=[O:22])=[CH:24][CH:25]=1)[C:31]#[C:32][CH3:33], predict the reactants needed to synthesize it. The reactants are: C[O:2][C:3](=[O:34])[CH:4]([NH:19][S:20]([C:23]1[CH:28]=[CH:27][C:26]([O:29][CH2:30][C:31]#[C:32][CH3:33])=[CH:25][CH:24]=1)(=[O:22])=[O:21])[C:5]1[CH:10]=[CH:9][C:8]([O:11][CH2:12][CH2:13][N:14]2[CH2:18][CH2:17][CH2:16][CH2:15]2)=[CH:7][CH:6]=1.[OH-].[Na+].